This data is from NCI-60 drug combinations with 297,098 pairs across 59 cell lines. The task is: Regression. Given two drug SMILES strings and cell line genomic features, predict the synergy score measuring deviation from expected non-interaction effect. Drug 1: CCCS(=O)(=O)NC1=C(C(=C(C=C1)F)C(=O)C2=CNC3=C2C=C(C=N3)C4=CC=C(C=C4)Cl)F. Drug 2: C1CN1P(=S)(N2CC2)N3CC3. Cell line: SK-MEL-2. Synergy scores: CSS=0.686, Synergy_ZIP=-0.446, Synergy_Bliss=-0.206, Synergy_Loewe=-4.33, Synergy_HSA=-3.85.